Dataset: Reaction yield outcomes from USPTO patents with 853,638 reactions. Task: Predict the reaction yield, written as a fraction of the theoretical maximum amount of product (1.0 means a 100% yield; for example, 0.34 means a 34% yield). (1) The reactants are [C:1]([O:5][CH2:6][CH3:7])(=[O:4])[CH2:2][OH:3].[OH-].[Na+].Cl[C:11]1[N:21]=[CH:20][CH:19]=[CH:18][C:12]=1[C:13](OCC)=[O:14]. The catalyst is COCCOC. The product is [OH:14][C:13]1[C:12]2[C:11](=[N:21][CH:20]=[CH:19][CH:18]=2)[O:3][C:2]=1[C:1]([O:5][CH2:6][CH3:7])=[O:4]. The yield is 0.410. (2) The reactants are [CH3:1][O:2][C:3](=[O:29])[C:4]1[CH:9]=[CH:8][CH:7]=[C:6]([CH2:10][N:11]([C:22]2[CH:27]=[CH:26][CH:25]=[CH:24][C:23]=2I)[C:12](=[O:21])[C:13]#[C:14][C:15]2[CH:20]=[CH:19][CH:18]=[CH:17][CH:16]=2)[CH:5]=1.[Br-].[CH3:31][CH:32]([CH3:36])[CH2:33][CH2:34][Zn+]. The catalyst is C(Cl)Cl.C(OCC)(=O)C. The product is [CH3:1][O:2][C:3](=[O:29])[C:4]1[CH:9]=[CH:8][CH:7]=[C:6]([CH2:10][N:11]2[C:22]3[C:27](=[CH:26][CH:25]=[CH:24][CH:23]=3)/[C:13](=[C:14](/[C:15]3[CH:20]=[CH:19][CH:18]=[CH:17][CH:16]=3)\[CH2:34][CH2:33][CH:32]([CH3:36])[CH3:31])/[C:12]2=[O:21])[CH:5]=1. The yield is 0.280. (3) The reactants are [CH3:1][O:2][C:3](=[O:28])[CH:4]([N:17]1[C:25](=[O:26])[C:24]2[C:19](=[CH:20][CH:21]=[CH:22][CH:23]=2)[C:18]1=[O:27])[CH2:5][NH:6][CH2:7][CH2:8][NH:9][C:10]([O:12][C:13]([CH3:16])([CH3:15])[CH3:14])=[O:11].C(N(CC)CC)C.Cl[C:37]([O:39][CH2:40][CH3:41])=[O:38].[Cl-].[NH4+]. The catalyst is ClCCl. The product is [CH3:1][O:2][C:3](=[O:28])[CH:4]([N:17]1[C:18](=[O:27])[C:19]2[C:24](=[CH:23][CH:22]=[CH:21][CH:20]=2)[C:25]1=[O:26])[CH2:5][N:6]([CH2:7][CH2:8][NH:9][C:10]([O:12][C:13]([CH3:16])([CH3:14])[CH3:15])=[O:11])[C:37]([O:39][CH2:40][CH3:41])=[O:38]. The yield is 0.900. (4) The reactants are [CH3:1][S:2]([CH2:5][CH2:6][C:7]([OH:9])=O)(=[O:4])=[O:3].CN(C(ON1N=NC2C=CC=NC1=2)=[N+](C)C)C.F[P-](F)(F)(F)(F)F.CCN(C(C)C)C(C)C.Cl.[F:44][C:45]1[CH:53]=[C:52]2[C:48]([C:49]([C:63]3[CH:64]=[N:65][N:66]([CH:68]4[CH2:73][CH2:72][NH:71][CH2:70][CH2:69]4)[CH:67]=3)=[CH:50][N:51]2[S:54]([C:57]2[CH:62]=[CH:61][CH:60]=[CH:59][CH:58]=2)(=[O:56])=[O:55])=[CH:47][CH:46]=1. The catalyst is CN(C=O)C. The product is [F:44][C:45]1[CH:53]=[C:52]2[C:48]([C:49]([C:63]3[CH:64]=[N:65][N:66]([CH:68]4[CH2:73][CH2:72][N:71]([C:7](=[O:9])[CH2:6][CH2:5][S:2]([CH3:1])(=[O:4])=[O:3])[CH2:70][CH2:69]4)[CH:67]=3)=[CH:50][N:51]2[S:54]([C:57]2[CH:58]=[CH:59][CH:60]=[CH:61][CH:62]=2)(=[O:55])=[O:56])=[CH:47][CH:46]=1. The yield is 0.400. (5) The reactants are [Br:1][C:2]1[CH:7]=[CH:6][C:5]([C@@H:8]2[CH2:10][C@H:9]2[NH:11]C(=O)OC(C)(C)C)=[CH:4][CH:3]=1.Cl. The catalyst is O1CCOCC1. The product is [Br:1][C:2]1[CH:3]=[CH:4][C:5]([C@@H:8]2[CH2:10][C@H:9]2[NH2:11])=[CH:6][CH:7]=1. The yield is 0.910. (6) The reactants are [C:1]([N:4]1[CH2:9][CH2:8][CH2:7][CH:6]([O:10][C:11]2[C:12]([CH3:20])=[C:13]3[C:17](=[CH:18][CH:19]=2)[NH:16][N:15]=[CH:14]3)[CH2:5]1)(=O)[CH3:2].[H-].[Al+3].[Li+].[H-].[H-].[H-].O1CCCC1.[OH-].[Na+]. The catalyst is O. The product is [CH2:1]([N:4]1[CH2:9][CH2:8][CH2:7][CH:6]([O:10][C:11]2[C:12]([CH3:20])=[C:13]3[C:17](=[CH:18][CH:19]=2)[NH:16][N:15]=[CH:14]3)[CH2:5]1)[CH3:2]. The yield is 0.280. (7) The yield is 0.620. The catalyst is C1(C)C=CC=CC=1.C1C=CC(/C=C/C(/C=C/C2C=CC=CC=2)=O)=CC=1.C1C=CC(/C=C/C(/C=C/C2C=CC=CC=2)=O)=CC=1.C1C=CC(/C=C/C(/C=C/C2C=CC=CC=2)=O)=CC=1.[Pd].[Pd]. The reactants are [Cl:1][C:2]1[CH:18]=[CH:17][C:5]2[CH2:6][CH2:7][N:8]([C:11](=[O:16])[C:12]([F:15])([F:14])[F:13])[CH2:9][CH2:10][C:4]=2[C:3]=1OS(C(F)(F)F)(=O)=O.[NH2:27][CH2:28][C:29]1[CH:43]=[CH:42][C:32]([C:33]([NH:35][C@H:36]([CH3:41])[C:37]([F:40])([F:39])[F:38])=[O:34])=[C:31]([F:44])[CH:30]=1.C1C=CC(P(C2C(C3C(P(C4C=CC=CC=4)C4C=CC=CC=4)=CC=C4C=3C=CC=C4)=C3C(C=CC=C3)=CC=2)C2C=CC=CC=2)=CC=1.C(=O)([O-])[O-].[Cs+].[Cs+]. The product is [Cl:1][C:2]1[CH:18]=[CH:17][C:5]2[CH2:6][CH2:7][N:8]([C:11](=[O:16])[C:12]([F:13])([F:15])[F:14])[CH2:9][CH2:10][C:4]=2[C:3]=1[NH:27][CH2:28][C:29]1[CH:43]=[CH:42][C:32]([C:33](=[O:34])[NH:35][C@H:36]([CH3:41])[C:37]([F:39])([F:40])[F:38])=[C:31]([F:44])[CH:30]=1.